Dataset: Full USPTO retrosynthesis dataset with 1.9M reactions from patents (1976-2016). Task: Predict the reactants needed to synthesize the given product. (1) Given the product [NH2:1][C:2]1[C:3]([C:24]([NH:36][C:37]2[C:42]([N:43]3[CH2:48][CH2:47][C:46]([NH:50][C:51](=[O:57])[O:52][C:53]([CH3:56])([CH3:55])[CH3:54])([CH3:49])[CH2:45][CH2:44]3)=[CH:41][CH:40]=[CH:39][N:38]=2)=[O:25])=[N:4][C:5]([C:8]2[C:13]([C:14]([F:15])([F:17])[F:16])=[CH:12][N:11]=[C:10]([N:18]3[CH2:23][CH2:22][O:21][CH2:20][CH2:19]3)[N:9]=2)=[CH:6][N:7]=1, predict the reactants needed to synthesize it. The reactants are: [NH2:1][C:2]1[C:3]([C:24](O)=[O:25])=[N:4][C:5]([C:8]2[C:13]([C:14]([F:17])([F:16])[F:15])=[CH:12][N:11]=[C:10]([N:18]3[CH2:23][CH2:22][O:21][CH2:20][CH2:19]3)[N:9]=2)=[CH:6][N:7]=1.C(N(C(C)C)C(C)C)C.[NH2:36][C:37]1[C:42]([N:43]2[CH2:48][CH2:47][C:46]([NH:50][C:51](=[O:57])[O:52][C:53]([CH3:56])([CH3:55])[CH3:54])([CH3:49])[CH2:45][CH2:44]2)=[CH:41][CH:40]=[CH:39][N:38]=1. (2) Given the product [CH2:8]([C:10]1[S:11][CH:12]=[CH:13][CH:14]=1)[CH:7]([CH3:15])[CH3:6], predict the reactants needed to synthesize it. The reactants are: [OH-].[K+].O.NN.[CH3:6][CH:7]([CH3:15])[C:8]([C:10]1[S:11][CH:12]=[CH:13][CH:14]=1)=O. (3) The reactants are: C([NH:5][S:6]([C:9]1[S:10][C:11]([Cl:15])=[CH:12][C:13]=1[NH2:14])(=[O:8])=[O:7])(C)(C)C. Given the product [NH2:14][C:13]1[CH:12]=[C:11]([Cl:15])[S:10][C:9]=1[S:6]([NH2:5])(=[O:7])=[O:8], predict the reactants needed to synthesize it.